Dataset: Catalyst prediction with 721,799 reactions and 888 catalyst types from USPTO. Task: Predict which catalyst facilitates the given reaction. (1) The catalyst class is: 3. Product: [CH:2]([NH:4][CH2:6][C:7]1[C:16]2[C:11](=[CH:12][CH:13]=[CH:14][CH:15]=2)[NH:10][C:9](=[O:17])[CH:8]=1)([CH3:3])[CH3:1]. Reactant: [CH3:1][CH:2]([NH2:4])[CH3:3].Br[CH2:6][C:7]1[C:16]2[C:11](=[CH:12][CH:13]=[CH:14][CH:15]=2)[NH:10][C:9](=[O:17])[CH:8]=1.C([O-])([O-])=O.[K+].[K+]. (2) Reactant: [NH2:1][C:2]1[CH:29]=[CH:28][C:5]([C:6]([N:8]2[CH2:13][CH2:12][N:11]([CH2:14][C:15]3[CH:16]=[C:17]([CH:25]=[CH:26][CH:27]=3)[C:18]([NH:20][C:21]([CH3:24])([CH3:23])[CH3:22])=[O:19])[CH2:10][CH2:9]2)=[O:7])=[C:4]([Cl:30])[CH:3]=1.Cl[C:32](OC1C=CC([N+]([O-])=O)=CC=1)=[O:33].[CH2:44]([NH2:48])[CH:45]([CH3:47])[CH3:46]. Product: [C:21]([NH:20][C:18](=[O:19])[C:17]1[CH:25]=[CH:26][CH:27]=[C:15]([CH2:14][N:11]2[CH2:12][CH2:13][N:8]([C:6](=[O:7])[C:5]3[CH:28]=[CH:29][C:2]([NH:1][C:32]([NH:48][CH2:44][CH:45]([CH3:47])[CH3:46])=[O:33])=[CH:3][C:4]=3[Cl:30])[CH2:9][CH2:10]2)[CH:16]=1)([CH3:24])([CH3:23])[CH3:22]. The catalyst class is: 46. (3) Reactant: C[Si]([N-][Si](C)(C)C)(C)C.[Li+].[C:11]([C:13]1[CH:18]=[CH:17][C:16]([CH:19]2[CH2:24][CH2:23][N:22]([C:25]([C:27]3[CH:28]=[CH:29][C:30]([CH3:41])=[C:31]([NH:33][C:34](=[O:40])[O:35][C:36]([CH3:39])([CH3:38])[CH3:37])[CH:32]=3)=[O:26])[CH2:21][CH2:20]2)=[CH:15][CH:14]=1)#[N:12].Cl[S:43]([CH:46]1[CH2:50][CH2:49][N:48]([C:51]([O:53][CH2:54][C:55]2[CH:60]=[CH:59][CH:58]=[CH:57][CH:56]=2)=[O:52])[CH2:47]1)(=[O:45])=[O:44]. Product: [C:36]([O:35][C:34]([N:33]([C:31]1[CH:32]=[C:27]([C:25]([N:22]2[CH2:21][CH2:20][CH:19]([C:16]3[CH:17]=[CH:18][C:13]([C:11]#[N:12])=[CH:14][CH:15]=3)[CH2:24][CH2:23]2)=[O:26])[CH:28]=[CH:29][C:30]=1[CH3:41])[S:43]([CH:46]1[CH2:50][CH2:49][N:48]([C:51]([O:53][CH2:54][C:55]2[CH:60]=[CH:59][CH:58]=[CH:57][CH:56]=2)=[O:52])[CH2:47]1)(=[O:44])=[O:45])=[O:40])([CH3:37])([CH3:38])[CH3:39]. The catalyst class is: 49. (4) Reactant: [C:1]([O:5][C:6]([N:8]1[CH2:13][CH2:12][N:11]([C:14]2[C:19]([CH3:20])=[CH:18][N:17]=[C:16]([NH:21][C:22]3[CH:30]=[CH:29][C:25]([C:26]([OH:28])=O)=[CH:24][C:23]=3[N+:31]([O-:33])=[O:32])[N:15]=2)[CH2:10][CH2:9]1)=[O:7])([CH3:4])([CH3:3])[CH3:2].[CH3:34][N:35]1[CH2:40][CH2:39][CH:38]([NH2:41])[CH2:37][CH2:36]1.CN(C(ON1N=NC2C=CC=NC1=2)=[N+](C)C)C.F[P-](F)(F)(F)(F)F.CCN(C(C)C)C(C)C. Product: [CH3:20][C:19]1[C:14]([N:11]2[CH2:10][CH2:9][N:8]([C:6]([O:5][C:1]([CH3:2])([CH3:3])[CH3:4])=[O:7])[CH2:13][CH2:12]2)=[N:15][C:16]([NH:21][C:22]2[CH:30]=[CH:29][C:25]([C:26](=[O:28])[NH:41][CH:38]3[CH2:39][CH2:40][N:35]([CH3:34])[CH2:36][CH2:37]3)=[CH:24][C:23]=2[N+:31]([O-:33])=[O:32])=[N:17][CH:18]=1. The catalyst class is: 31. (5) Reactant: [C:1]([O:9][CH:10]1[CH2:15][CH2:14][CH:13]([OH:16])[CH2:12][CH2:11]1)(=[O:8])[C:2]1[CH:7]=[CH:6][CH:5]=[CH:4][CH:3]=1.C(OC=C)(=O)C. Product: [C:1]([O:9][C@H:10]1[CH2:15][CH2:14][C@@H:13]([OH:16])[CH2:12][CH2:11]1)(=[O:8])[C:2]1[CH:3]=[CH:4][CH:5]=[CH:6][CH:7]=1. The catalyst class is: 740. (6) Reactant: [Cl:1][C:2]1[CH:3]=[CH:4][C:5]([NH:8][C:9](=[O:24])[C:10]2[CH:15]=[CH:14][CH:13]=[CH:12][C:11]=2[NH:16][CH2:17][CH:18]2[CH2:23][CH2:22][NH:21][CH2:20][CH2:19]2)=[N:6][CH:7]=1.[C:25]([C:28]1[CH:33]=[CH:32][N:31]=[CH:30][CH:29]=1)(=O)[CH3:26].C([BH3-])#N.[Na+].CO.C(O)(=O)C. Product: [Cl:1][C:2]1[CH:3]=[CH:4][C:5]([NH:8][C:9](=[O:24])[C:10]2[CH:15]=[CH:14][CH:13]=[CH:12][C:11]=2[NH:16][CH2:17][CH:18]2[CH2:19][CH2:20][N:21]([CH:25]([C:28]3[CH:33]=[CH:32][N:31]=[CH:30][CH:29]=3)[CH3:26])[CH2:22][CH2:23]2)=[N:6][CH:7]=1. The catalyst class is: 83. (7) Reactant: Cl[C:2]1[C:3]2[C:4](=[CH:18][N:19](CC3C=CC(OC)=CC=3)[N:20]=2)[N:5]=[C:6]([C:8]2[CH:9]=[C:10]([CH:15]=[CH:16][CH:17]=2)[C:11]([O:13][CH3:14])=[O:12])[N:7]=1.[NH2:30][C:31]1[CH:41]=[CH:40][C:34]2[S:35][CH2:36][C:37](=[O:39])[NH:38][C:33]=2[CH:32]=1.Cl. Product: [O:39]=[C:37]1[CH2:36][S:35][C:34]2[CH:40]=[CH:41][C:31]([NH:30][C:2]3[C:3]4[NH:20][N:19]=[CH:18][C:4]=4[N:5]=[C:6]([C:8]4[CH:9]=[C:10]([CH:15]=[CH:16][CH:17]=4)[C:11]([O:13][CH3:14])=[O:12])[N:7]=3)=[CH:32][C:33]=2[NH:38]1. The catalyst class is: 71. (8) Reactant: S(=O)(=O)(O)O.[CH3:6][O:7][C:8]([C:10]1[CH:11]=[C:12]([CH3:28])[C:13]2[NH:19][C:18]3[C:20]([Cl:24])=[CH:21][CH:22]=[CH:23][C:17]=3[CH2:16][S:15](=[O:26])(=[O:25])[C:14]=2[CH:27]=1)=[O:9].[N+:29]([O-])([OH:31])=[O:30]. Product: [CH3:6][O:7][C:8]([C:10]1[CH:11]=[C:12]([CH3:28])[C:13]2[NH:19][C:18]3[C:20]([Cl:24])=[CH:21][C:22]([N+:29]([O-:31])=[O:30])=[CH:23][C:17]=3[CH2:16][S:15](=[O:25])(=[O:26])[C:14]=2[CH:27]=1)=[O:9]. The catalyst class is: 6.